Task: Predict the reaction yield, written as a fraction of the theoretical maximum amount of product (1.0 means a 100% yield; for example, 0.34 means a 34% yield).. Dataset: Reaction yield outcomes from USPTO patents with 853,638 reactions (1) The reactants are [NH2:1][C:2]1[CH:7]=[C:6](Cl)[CH:5]=[CH:4][N:3]=1.[F:9][C:10]1[CH:15]=[CH:14][C:13](B(O)O)=[C:12]([O:19][CH3:20])[CH:11]=1.C(=O)([O-])[O-].[Na+].[Na+]. The product is [F:9][C:10]1[CH:15]=[CH:14][C:13]([C:6]2[CH:5]=[CH:4][N:3]=[C:2]([NH2:1])[CH:7]=2)=[C:12]([O:19][CH3:20])[CH:11]=1. The catalyst is COCCOC.[Pd](Cl)Cl.C1(P(C2C=CC=CC=2)C2C=CC=CC=2)C=CC=CC=1.C1(P(C2C=CC=CC=2)C2C=CC=CC=2)C=CC=CC=1. The yield is 0.880. (2) The reactants are Br[C:2]1[CH:3]=[CH:4][C:5]([N+:8]([O-:10])=[O:9])=[N:6][CH:7]=1.C(=O)([O-])[O-].[Cs+].[Cs+].[N+:17]([C:20]1[CH:21]=[C:22]([OH:26])[CH:23]=[CH:24][CH:25]=1)([O-:19])=[O:18]. The catalyst is CN(C)C=O. The product is [N+:8]([C:5]1[CH:4]=[CH:3][C:2]([O:26][C:22]2[CH:23]=[CH:24][CH:25]=[C:20]([N+:17]([O-:19])=[O:18])[CH:21]=2)=[CH:7][N:6]=1)([O-:10])=[O:9]. The yield is 0.540. (3) The reactants are [C:1]([O:5][C:6]([NH:8][CH2:9][CH2:10][CH2:11][OH:12])=[O:7])([CH3:4])([CH3:3])[CH3:2].C(N(CC)CC)C.[S:20](Cl)([C:23]1[CH:29]=[CH:28][C:26]([CH3:27])=[CH:25][CH:24]=1)(=[O:22])=[O:21]. The catalyst is C(Cl)Cl. The product is [S:20]([C:23]1[CH:29]=[CH:28][C:26]([CH3:27])=[CH:25][CH:24]=1)([O:12][CH2:11][CH2:10][CH2:9][NH:8][C:6]([O:5][C:1]([CH3:4])([CH3:3])[CH3:2])=[O:7])(=[O:22])=[O:21]. The yield is 0.820. (4) The reactants are [F:1][C:2]([F:44])([F:43])[C:3]1[CH:4]=[C:5]([C:13]([CH3:42])([CH3:41])[C:14]([N:16]([CH3:40])[C:17]2[C:18]([C:32]3[CH:37]=[CH:36][C:35]([F:38])=[CH:34][C:33]=3[CH3:39])=[CH:19][C:20]([C@H:23]3[NH:27][C@@H:26]([C:28]([O:30][CH3:31])=[O:29])[CH2:25][CH2:24]3)=[N:21][CH:22]=2)=[O:15])[CH:6]=[C:7]([C:9]([F:12])([F:11])[F:10])[CH:8]=1.[C:45](O[C:45]([O:47][C:48]([CH3:51])([CH3:50])[CH3:49])=[O:46])([O:47][C:48]([CH3:51])([CH3:50])[CH3:49])=[O:46]. The catalyst is ClCCl. The product is [F:44][C:2]([F:1])([F:43])[C:3]1[CH:4]=[C:5]([C:13]([CH3:41])([CH3:42])[C:14]([N:16]([CH3:40])[C:17]2[C:18]([C:32]3[CH:37]=[CH:36][C:35]([F:38])=[CH:34][C:33]=3[CH3:39])=[CH:19][C:20]([C@H:23]3[N:27]([C:45]([O:47][C:48]([CH3:51])([CH3:50])[CH3:49])=[O:46])[C@@H:26]([C:28]([O:30][CH3:31])=[O:29])[CH2:25][CH2:24]3)=[N:21][CH:22]=2)=[O:15])[CH:6]=[C:7]([C:9]([F:11])([F:12])[F:10])[CH:8]=1. The yield is 0.631. (5) The reactants are [CH2:1]([N:3]1[CH:9]=[CH:8][C:7]2[CH:10]=[CH:11][C:12]([O:14][CH3:15])=[CH:13][C:6]=2[CH2:5][C:4]1=[O:16])[CH3:2]. The catalyst is C(O)(=O)C.[Pd]. The product is [CH2:1]([N:3]1[CH2:9][CH2:8][C:7]2[CH:10]=[CH:11][C:12]([O:14][CH3:15])=[CH:13][C:6]=2[CH2:5][C:4]1=[O:16])[CH3:2]. The yield is 0.600. (6) The reactants are [N+:1]([C:4]1[CH:5]=[N:6][CH:7]=[CH:8][C:9]=1[NH2:10])([O-:3])=[O:2].CC([O-])=O.[Na+].[Br:16]Br.C([O-])(O)=O.[Na+]. The catalyst is O.C(O)(=O)C. The product is [Br:16][C:8]1[CH:7]=[N:6][CH:5]=[C:4]([N+:1]([O-:3])=[O:2])[C:9]=1[NH2:10]. The yield is 0.770.